Dataset: Catalyst prediction with 721,799 reactions and 888 catalyst types from USPTO. Task: Predict which catalyst facilitates the given reaction. (1) Reactant: C([N:4]1[C:12]2[C:7](=[CH:8][C:9]([C:13]([F:16])([F:15])[F:14])=[CH:10][CH:11]=2)[C:6]([CH3:18])([CH3:17])[C:5]1=[O:19])(=O)C.[OH-].[Na+]. Product: [CH3:17][C:6]1([CH3:18])[C:7]2[C:12](=[CH:11][CH:10]=[C:9]([C:13]([F:16])([F:14])[F:15])[CH:8]=2)[NH:4][C:5]1=[O:19]. The catalyst class is: 8. (2) Reactant: [F:1][C:2]1[CH:3]=[CH:4][C:5]([O:29]C)=[C:6]([C:8]([CH3:28])([CH3:27])[CH2:9][C:10]([C:23]([F:26])([F:25])[F:24])([OH:22])[CH2:11][NH:12][C:13]2[CH:21]=[CH:20][CH:19]=[C:18]3[C:14]=2[CH:15]=[N:16][NH:17]3)[CH:7]=1.B(Br)(Br)Br.C(Cl)Cl. Product: [F:1][C:2]1[CH:3]=[CH:4][C:5]([OH:29])=[C:6]([C:8]([CH3:27])([CH3:28])[CH2:9][C:10]([C:23]([F:24])([F:25])[F:26])([OH:22])[CH2:11][NH:12][C:13]2[CH:21]=[CH:20][CH:19]=[C:18]3[C:14]=2[CH:15]=[N:16][NH:17]3)[CH:7]=1. The catalyst class is: 195. (3) Reactant: [CH3:1][N:2]1[C:10]2[C:9]3=[C:11]([S:17][CH2:18][CH2:19][CH3:20])[S:12][C:13]([C:14]([NH2:16])=[O:15])=[C:8]3[CH2:7][CH2:6][C:5]=2[CH:4]=[N:3]1.ClC1C=CC=C(C(OO)=[O:29])C=1. Product: [CH3:1][N:2]1[C:10]2[C:9]3=[C:11]([S:17]([CH2:18][CH2:19][CH3:20])=[O:29])[S:12][C:13]([C:14]([NH2:16])=[O:15])=[C:8]3[CH2:7][CH2:6][C:5]=2[CH:4]=[N:3]1. The catalyst class is: 4.